From a dataset of Forward reaction prediction with 1.9M reactions from USPTO patents (1976-2016). Predict the product of the given reaction. (1) Given the reactants [CH:1]1([N:6]2[CH2:12][C:11]([F:14])([F:13])[C:10](=[O:15])[N:9]([CH3:16])[C:8]3[CH:17]=[N:18][C:19]([NH:21][C:22]4[CH:30]=[CH:29][C:25]([C:26](O)=[O:27])=[CH:24][C:23]=4[CH2:31][CH3:32])=[N:20][C:7]2=3)[CH2:5][CH2:4][CH2:3][CH2:2]1.O[N:34]1[C:38]2C=CC=CC=2N=N1.F[P-](F)(F)(F)(F)F.CN(C(N(C)C)=[N+]1C2C=CC=CC=2[N+]([O-])=N1)C.C(N(C(C)C)CC)(C)C.Cl.CN, predict the reaction product. The product is: [CH:1]1([N:6]2[CH2:12][C:11]([F:14])([F:13])[C:10](=[O:15])[N:9]([CH3:16])[C:8]3[CH:17]=[N:18][C:19]([NH:21][C:22]4[CH:30]=[CH:29][C:25]([C:26]([NH:34][CH3:38])=[O:27])=[CH:24][C:23]=4[CH2:31][CH3:32])=[N:20][C:7]2=3)[CH2:2][CH2:3][CH2:4][CH2:5]1. (2) Given the reactants [N+:1]([C:4]1[CH:12]=[CH:11][C:7]([C:8]([OH:10])=O)=[C:6]([CH2:13][O:14][C:15]2[CH:20]=[CH:19][CH:18]=[CH:17][CH:16]=2)[CH:5]=1)([O-:3])=[O:2], predict the reaction product. The product is: [N+:1]([C:4]1[CH:12]=[CH:11][C:7]2[C:8](=[O:10])[C:16]3[CH:17]=[CH:18][CH:19]=[CH:20][C:15]=3[O:14][CH2:13][C:6]=2[CH:5]=1)([O-:3])=[O:2]. (3) Given the reactants [CH:1]1([OH:8])[CH2:6][CH2:5][CH2:4][CH:3]([OH:7])[CH2:2]1.[Si:9](OC1CCC(N2CC(B3OC(C)(C)C(C)(C)O3)=CN2)C1)([C:12]([CH3:15])([CH3:14])[CH3:13])([CH3:11])[CH3:10], predict the reaction product. The product is: [C:12]([Si:9]([CH3:11])([CH3:10])[O:7][CH:3]1[CH2:4][CH2:5][CH2:6][CH:1]([OH:8])[CH2:2]1)([CH3:15])([CH3:14])[CH3:13]. (4) Given the reactants [CH2:1]([O:3][CH:4]([CH2:8][C:9]1[CH:14]=[CH:13][C:12]([O:15][CH2:16][CH2:17][C:18]2[CH:23]=[CH:22][C:21]([O:24][S:25]([CH3:28])(=[O:27])=[O:26])=[CH:20][CH:19]=2)=[CH:11][CH:10]=1)[C:5]([OH:7])=O)[CH3:2].C(Cl)CCl.C(N(C(C)C)CC)(C)C.[CH:42]1[CH:47]=[CH:46][C:45]([CH:48]([NH2:51])[CH2:49][OH:50])=[CH:44][CH:43]=1.C(O)(=O)CC(CC(O)=O)(C(O)=O)O, predict the reaction product. The product is: [CH2:1]([O:3][C@H:4]([CH2:8][C:9]1[CH:10]=[CH:11][C:12]([O:15][CH2:16][CH2:17][C:18]2[CH:19]=[CH:20][C:21]([O:24][S:25]([CH3:28])(=[O:26])=[O:27])=[CH:22][CH:23]=2)=[CH:13][CH:14]=1)[C:5]([NH:51][C@H:48]([C:45]1[CH:46]=[CH:47][CH:42]=[CH:43][CH:44]=1)[CH2:49][OH:50])=[O:7])[CH3:2]. (5) Given the reactants [NH2:1][CH:2]([CH2:7][C:8]1[CH:13]=[CH:12][CH:11]=[CH:10][CH:9]=1)[CH2:3][C:4]([OH:6])=[O:5].O.[OH-].[Na+].[C:17]([O:21][C:22](O[C:22]([O:21][C:17]([CH3:20])([CH3:19])[CH3:18])=[O:23])=[O:23])([CH3:20])([CH3:19])[CH3:18], predict the reaction product. The product is: [C:17]([O:21][C:22]([NH:1][CH:2]([CH2:7][C:8]1[CH:13]=[CH:12][CH:11]=[CH:10][CH:9]=1)[CH2:3][C:4]([OH:6])=[O:5])=[O:23])([CH3:20])([CH3:19])[CH3:18]. (6) Given the reactants [CH2:1]([O:3][C:4](=[O:18])[CH:5]([O:15][CH2:16][CH3:17])[CH2:6][C:7]1[CH:12]=[CH:11][C:10]([OH:13])=[CH:9][C:8]=1[CH3:14])[CH3:2].[CH:19]1([CH:24]([C:26]2[S:30][C:29]([C:31]3[CH:36]=[CH:35][C:34]([C:37]([F:40])([F:39])[F:38])=[CH:33][CH:32]=3)=[N:28][C:27]=2[CH3:41])O)[CH2:23][CH2:22][CH2:21][CH2:20]1.[CH2:42](P(CCCC)CCCC)CCC.CN(C)C(N=NC(N(C)C)=O)=O, predict the reaction product. The product is: [CH2:1]([O:3][C:4](=[O:18])[CH:5]([O:15][CH2:16][CH3:17])[CH2:6][C:7]1[CH:12]=[CH:11][C:10]([O:13][CH:24]([C:26]2[S:30][C:29]([C:31]3[CH:32]=[CH:33][C:34]([C:37]([F:40])([F:39])[F:38])=[CH:35][CH:36]=3)=[N:28][C:27]=2[CH3:41])[C:19]2[CH:23]=[CH:22][CH:21]=[CH:20][CH:42]=2)=[CH:9][C:8]=1[CH3:14])[CH3:2]. (7) The product is: [F:16][CH:2]([F:1])[C:3]1[CH:4]=[N:5][N:6]([C:9]2[CH:14]=[CH:13][C:12]([O:15][CH2:19][CH2:20][N:21]3[CH2:26][CH2:25][CH2:24][CH2:23][CH2:22]3)=[CH:11][CH:10]=2)[C:7]=1[CH3:8]. Given the reactants [F:1][CH:2]([F:16])[C:3]1[CH:4]=[N:5][N:6]([C:9]2[CH:14]=[CH:13][C:12]([OH:15])=[CH:11][CH:10]=2)[C:7]=1[CH3:8].Cl.Cl[CH2:19][CH2:20][N:21]1[CH2:26][CH2:25][CH2:24][CH2:23][CH2:22]1.C([O-])([O-])=O.[K+].[K+], predict the reaction product.